Dataset: NCI-60 drug combinations with 297,098 pairs across 59 cell lines. Task: Regression. Given two drug SMILES strings and cell line genomic features, predict the synergy score measuring deviation from expected non-interaction effect. (1) Drug 1: CCC(=C(C1=CC=CC=C1)C2=CC=C(C=C2)OCCN(C)C)C3=CC=CC=C3.C(C(=O)O)C(CC(=O)O)(C(=O)O)O. Drug 2: C1CNP(=O)(OC1)N(CCCl)CCCl. Cell line: A498. Synergy scores: CSS=5.03, Synergy_ZIP=-0.161, Synergy_Bliss=2.05, Synergy_Loewe=0.771, Synergy_HSA=0.523. (2) Cell line: SF-295. Drug 1: CC1=C2C(C(=O)C3(C(CC4C(C3C(C(C2(C)C)(CC1OC(=O)C(C(C5=CC=CC=C5)NC(=O)C6=CC=CC=C6)O)O)OC(=O)C7=CC=CC=C7)(CO4)OC(=O)C)O)C)OC(=O)C. Synergy scores: CSS=40.9, Synergy_ZIP=-8.91, Synergy_Bliss=-1.65, Synergy_Loewe=-9.62, Synergy_HSA=3.99. Drug 2: C1CN(CCN1C(=O)CCBr)C(=O)CCBr.